This data is from Forward reaction prediction with 1.9M reactions from USPTO patents (1976-2016). The task is: Predict the product of the given reaction. (1) The product is: [CH3:1][CH:2]1[C:7](=[O:8])[NH:6][N:5]=[C:4]2[CH2:17][O:18][C:19]3[CH:24]=[C:23]([C:25]([F:26])([F:28])[F:27])[C:22]([CH:29]4[CH2:34][CH2:33][N:32]([C:35]([O:37][C:38]([CH3:39])([CH3:41])[CH3:40])=[O:36])[CH2:31][CH2:30]4)=[CH:21][C:20]=3[N:3]12. Given the reactants [CH3:1][CH:2]1[C:7](=[O:8])[N:6](COCC[Si](C)(C)C)[N:5]=[C:4]2[CH2:17][O:18][C:19]3[CH:24]=[C:23]([C:25]([F:28])([F:27])[F:26])[C:22]([CH:29]4[CH2:34][CH2:33][N:32]([C:35]([O:37][C:38]([CH3:41])([CH3:40])[CH3:39])=[O:36])[CH2:31][CH2:30]4)=[CH:21][C:20]=3[N:3]12.CCCC[N+](CCCC)(CCCC)CCCC.[F-], predict the reaction product. (2) Given the reactants [Cl:1][C:2]1[CH:10]=[CH:9][C:8]2[N:7]([CH2:11][C:12]([C:15]3[CH:20]=[CH:19][C:18]([F:21])=[CH:17][CH:16]=3)(O)[CH3:13])[C:6]3[CH2:22][CH2:23][N:24]([CH3:27])[CH2:25][CH2:26][C:5]=3[C:4]=2[CH:3]=1.OS(O)(=O)=O.[OH-].[K+], predict the reaction product. The product is: [Cl:1][C:2]1[CH:10]=[CH:9][C:8]2[N:7](/[CH:11]=[C:12](/[C:15]3[CH:20]=[CH:19][C:18]([F:21])=[CH:17][CH:16]=3)\[CH3:13])[C:6]3[CH2:22][CH2:23][N:24]([CH3:27])[CH2:25][CH2:26][C:5]=3[C:4]=2[CH:3]=1.